This data is from Reaction yield outcomes from USPTO patents with 853,638 reactions. The task is: Predict the reaction yield, written as a fraction of the theoretical maximum amount of product (1.0 means a 100% yield; for example, 0.34 means a 34% yield). The reactants are [I:1]I.[NH2:3][C:4]1[CH:11]=[CH:10][C:7]([C:8]#[N:9])=[C:6]([S:12][CH3:13])[N:5]=1. The catalyst is C(O)C.S([O-])([O-])(=O)=O.[Ag+2]. The product is [NH2:3][C:4]1[C:11]([I:1])=[CH:10][C:7]([C:8]#[N:9])=[C:6]([S:12][CH3:13])[N:5]=1. The yield is 0.810.